This data is from Catalyst prediction with 721,799 reactions and 888 catalyst types from USPTO. The task is: Predict which catalyst facilitates the given reaction. Reactant: [CH3:1][C@:2]12[C@@:19]3([CH3:20])[C@@H:10]([C@:11]4([CH3:33])[C@@H:16]([CH2:17][CH2:18]3)[C:15]([CH3:22])([CH3:21])[C:14]([C:23]3[CH:32]=[CH:31][C:26]([C:27]([O:29]C)=[O:28])=[CH:25][CH:24]=3)=[CH:13][CH2:12]4)[CH2:9][CH2:8][C@@H:7]1[C@H:6]1[C@H:34]([C:37]([CH2:39][O:40][CH2:41][CH2:42][N:43]3[CH2:48][CH2:47][O:46][CH2:45][CH2:44]3)=[CH2:38])[CH2:35][CH2:36][C@:5]1([C:49](=[O:60])[NH:50][CH2:51][CH2:52][CH2:53][N:54]1[CH2:58][CH2:57][CH2:56][C:55]1=[O:59])[CH2:4][CH2:3]2.[OH-].[Na+]. Product: [CH3:1][C@:2]12[C@@:19]3([CH3:20])[C@@H:10]([C@:11]4([CH3:33])[C@@H:16]([CH2:17][CH2:18]3)[C:15]([CH3:21])([CH3:22])[C:14]([C:23]3[CH:32]=[CH:31][C:26]([C:27]([OH:29])=[O:28])=[CH:25][CH:24]=3)=[CH:13][CH2:12]4)[CH2:9][CH2:8][C@@H:7]1[C@H:6]1[C@H:34]([C:37]([CH2:39][O:40][CH2:41][CH2:42][N:43]3[CH2:44][CH2:45][O:46][CH2:47][CH2:48]3)=[CH2:38])[CH2:35][CH2:36][C@:5]1([C:49](=[O:60])[NH:50][CH2:51][CH2:52][CH2:53][N:54]1[CH2:58][CH2:57][CH2:56][C:55]1=[O:59])[CH2:4][CH2:3]2. The catalyst class is: 12.